From a dataset of Reaction yield outcomes from USPTO patents with 853,638 reactions. Predict the reaction yield, written as a fraction of the theoretical maximum amount of product (1.0 means a 100% yield; for example, 0.34 means a 34% yield). (1) The reactants are [F:1][CH:2]([F:14])[CH2:3][O:4][C:5]1[C:6]([CH3:13])=[CH:7][C:8]([CH:11]=O)=[N:9][CH:10]=1.[CH3:15][C:16]([S@:19]([NH2:21])=[O:20])([CH3:18])[CH3:17]. No catalyst specified. The product is [F:1][CH:2]([F:14])[CH2:3][O:4][C:5]1[C:6]([CH3:13])=[CH:7][C:8](/[CH:11]=[N:21]/[S@@:19]([C:16]([CH3:18])([CH3:17])[CH3:15])=[O:20])=[N:9][CH:10]=1. The yield is 0.110. (2) The reactants are [Cl-].[C:2]([O:6][C:7](=[O:10])[CH2:8][Zn+])([CH3:5])([CH3:4])[CH3:3].[Br:11][C:12]1[CH:13]=[C:14]2[C:25](=[CH:26][CH:27]=1)[O:24][C:17]1[C:18]([F:23])=[N:19][C:20]([Cl:22])=[CH:21][C:16]=1[C:15]2=[O:28]. The catalyst is C1COCC1. The product is [Br:11][C:12]1[CH:13]=[C:14]2[C:25](=[CH:26][CH:27]=1)[O:24][C:17]1[C:18]([F:23])=[N:19][C:20]([Cl:22])=[CH:21][C:16]=1[C:15]2([CH2:8][C:7]([O:6][C:2]([CH3:5])([CH3:4])[CH3:3])=[O:10])[OH:28]. The yield is 0.890. (3) The catalyst is O1CCCC1. The product is [CH3:1][N:2]1[C:10]2[CH:9]=[C:8]3[O:11][CH2:12][CH2:13][O:14][C:7]3=[CH:6][C:5]=2[C:4]([C:15]2[CH:20]=[CH:19][CH:18]=[CH:17][C:16]=2[N+:21]([O-:23])=[O:22])([C:37]([O:39][CH3:40])=[O:38])[C:3]1=[O:24]. The reactants are [CH3:1][N:2]1[C:10]2[CH:9]=[C:8]3[O:11][CH2:12][CH2:13][O:14][C:7]3=[CH:6][C:5]=2[CH:4]([C:15]2[CH:20]=[CH:19][CH:18]=[CH:17][C:16]=2[N+:21]([O-:23])=[O:22])[C:3]1=[O:24].C[Si]([N-][Si](C)(C)C)(C)C.[Li+].C([C:37]([O:39][CH3:40])=[O:38])#N.Cl. The yield is 0.440. (4) The reactants are [CH3:1][C:2]1[CH:7]=[CH:6][CH:5]=[C:4]([CH3:8])[N+:3]=1[O-:9].C(Cl)(Cl)Cl.O.[N+:15]([O-])([OH:17])=[O:16]. The catalyst is OS(O)(=O)=O. The product is [CH3:1][C:2]1[CH:7]=[C:6]([N+:15]([O-:17])=[O:16])[CH:5]=[C:4]([CH3:8])[N+:3]=1[O-:9]. The yield is 0.760. (5) The reactants are [S:1]1[C:5]2[CH:6]=[CH:7][CH:8]=[CH:9][C:4]=2[C:3]([CH2:10][CH2:11][C:12]([OH:14])=O)=[CH:2]1.S(Cl)([Cl:17])=O. No catalyst specified. The product is [S:1]1[C:5]2[CH:6]=[CH:7][CH:8]=[CH:9][C:4]=2[C:3]([CH2:10][CH2:11][C:12]([Cl:17])=[O:14])=[CH:2]1. The yield is 0.970. (6) The reactants are [Cl:1][C:2]1[CH:19]=[CH:18][C:17]([N+:20]([O-])=O)=[CH:16][C:3]=1[C:4]([NH:6][C:7]1[CH:12]=[CH:11][CH:10]=[CH:9][C:8]=1[N+:13]([O-])=O)=O. The catalyst is C1(C)C=CC=CC=1.C(O)(=O)C.[Fe]. The product is [NH:6]1[C:7]2[CH:12]=[CH:11][CH:10]=[CH:9][C:8]=2[N:13]=[C:4]1[C:3]1[CH:16]=[C:17]([NH2:20])[CH:18]=[CH:19][C:2]=1[Cl:1]. The yield is 0.420.